Dataset: Reaction yield outcomes from USPTO patents with 853,638 reactions. Task: Predict the reaction yield, written as a fraction of the theoretical maximum amount of product (1.0 means a 100% yield; for example, 0.34 means a 34% yield). (1) The reactants are [H-].[Na+].[NH:3]1[C:11]2[CH2:10][CH2:9][N:8]([C:12]([O:14][C:15]([CH3:18])([CH3:17])[CH3:16])=[O:13])[CH2:7][C:6]=2[CH:5]=[N:4]1.[CH3:19][Si:20]([CH2:23][CH2:24][O:25][CH2:26]Cl)([CH3:22])[CH3:21]. The catalyst is C1COCC1. The product is [CH3:19][Si:20]([CH3:22])([CH3:21])[CH2:23][CH2:24][O:25][CH2:26][N:3]1[C:11]2[CH2:10][CH2:9][N:8]([C:12]([O:14][C:15]([CH3:18])([CH3:17])[CH3:16])=[O:13])[CH2:7][C:6]=2[CH:5]=[N:4]1. The yield is 0.758. (2) The reactants are OC(C(F)(F)F)=O.[CH3:8][N:9]([CH3:29])[C@H:10]([C:22]1[CH:27]=[CH:26][CH:25]=[CH:24][C:23]=1[F:28])[C:11]([O:13][C@H](C1C=CC=CC=1)C)=[O:12]. The catalyst is C(O)C.[OH-].[OH-].[Pd+2]. The product is [CH3:8][N:9]([CH3:29])[C@H:10]([C:22]1[CH:27]=[CH:26][CH:25]=[CH:24][C:23]=1[F:28])[C:11]([OH:13])=[O:12]. The yield is 0.980. (3) The reactants are C([O:3][C:4]([C:6]1[C:10]([CH3:11])=[C:9]([C:12]2[CH:17]=[CH:16][CH:15]=[CH:14][CH:13]=2)[S:8][C:7]=1[NH2:18])=O)C.[CH3:19][S:20][C:21]#[N:22].Cl. No catalyst specified. The product is [CH3:11][C:10]1[C:6]2[C:4](=[O:3])[NH:22][C:21]([S:20][CH3:19])=[N:18][C:7]=2[S:8][C:9]=1[C:12]1[CH:17]=[CH:16][CH:15]=[CH:14][CH:13]=1. The yield is 0.700. (4) The reactants are [O:1]1[CH2:6][CH2:5][CH:4]([NH2:7])[CH2:3][CH2:2]1.[Si:8]([O:15][CH2:16][C@@H:17]([N:26]1[CH:31]=[CH:30][C:29]([C:32]2[CH:37]=[CH:36][N:35]=[C:34](S(C)(=O)=O)[N:33]=2)=[CH:28][C:27]1=[O:42])[C:18]1[CH:23]=[CH:22][C:21]([F:24])=[C:20]([Cl:25])[CH:19]=1)([C:11]([CH3:14])([CH3:13])[CH3:12])([CH3:10])[CH3:9]. The catalyst is CC(N(C)C)=O.O. The product is [Si:8]([O:15][CH2:16][C@@H:17]([N:26]1[CH:31]=[CH:30][C:29]([C:32]2[CH:37]=[CH:36][N:35]=[C:34]([NH:7][CH:4]3[CH2:5][CH2:6][O:1][CH2:2][CH2:3]3)[N:33]=2)=[CH:28][C:27]1=[O:42])[C:18]1[CH:23]=[CH:22][C:21]([F:24])=[C:20]([Cl:25])[CH:19]=1)([C:11]([CH3:14])([CH3:12])[CH3:13])([CH3:10])[CH3:9]. The yield is 0.920. (5) The reactants are [CH:1]1([C:4]([N:6]2[C:15]3[C:10](=[C:11]([O:25][C:26]4[CH:31]=[CH:30][CH:29]=[CH:28][CH:27]=4)[C:12](B4OC(C)(C)C(C)(C)O4)=[CH:13][CH:14]=3)[CH2:9][CH2:8][C@@H:7]2[CH3:32])=[O:5])[CH2:3][CH2:2]1.[N+:33]([C:36]1[CH:37]=[N:38][NH:39][CH:40]=1)([O-:35])=[O:34].N1C=CC=CC=1. The catalyst is C([O-])(=O)C.[Cu+2].C([O-])(=O)C.CN(C)C=O. The product is [CH:1]1([C:4]([N:6]2[C:15]3[C:10](=[C:11]([O:25][C:26]4[CH:31]=[CH:30][CH:29]=[CH:28][CH:27]=4)[C:12]([N:38]4[CH:37]=[C:36]([N+:33]([O-:35])=[O:34])[CH:40]=[N:39]4)=[CH:13][CH:14]=3)[CH2:9][CH2:8][C@@H:7]2[CH3:32])=[O:5])[CH2:3][CH2:2]1. The yield is 0.260. (6) The reactants are Br[C:2]1[N:7]=[N:6][C:5]([NH2:8])=[N:4][C:3]=1[C:9]1[CH:14]=[CH:13][CH:12]=[CH:11][CH:10]=1.[O:15]1[C:19]2[CH:20]=[CH:21][C:22](B(O)O)=[CH:23][C:18]=2[CH:17]=[CH:16]1. No catalyst specified. The product is [O:15]1[C:19]2[CH:20]=[CH:21][C:22]([C:2]3[N:7]=[N:6][C:5]([NH2:8])=[N:4][C:3]=3[C:9]3[CH:14]=[CH:13][CH:12]=[CH:11][CH:10]=3)=[CH:23][C:18]=2[CH:17]=[CH:16]1. The yield is 0.470. (7) The reactants are [CH3:1][N:2]([CH3:32])[C:3]([C:5]1[N:26]([CH:27]2[CH2:31][CH2:30][CH2:29][CH2:28]2)[C:8]2[N:9]=[C:10]([NH:13][C:14]3[CH:19]=[CH:18][C:17]([N:20]4[CH2:25][CH2:24][NH:23][CH2:22][CH2:21]4)=[CH:16][N:15]=3)[N:11]=[CH:12][C:7]=2[CH:6]=1)=[O:4].[CH3:33][C:34]([CH3:36])=O.[BH-](OC(C)=O)(OC(C)=O)OC(C)=O.[Na+]. The catalyst is ClCCl. The product is [CH3:1][N:2]([CH3:32])[C:3]([C:5]1[N:26]([CH:27]2[CH2:31][CH2:30][CH2:29][CH2:28]2)[C:8]2[N:9]=[C:10]([NH:13][C:14]3[CH:19]=[CH:18][C:17]([N:20]4[CH2:21][CH2:22][N:23]([CH:34]([CH3:36])[CH3:33])[CH2:24][CH2:25]4)=[CH:16][N:15]=3)[N:11]=[CH:12][C:7]=2[CH:6]=1)=[O:4]. The yield is 0.610.